From a dataset of Peptide-MHC class I binding affinity with 185,985 pairs from IEDB/IMGT. Regression. Given a peptide amino acid sequence and an MHC pseudo amino acid sequence, predict their binding affinity value. This is MHC class I binding data. (1) The MHC is HLA-A24:02 with pseudo-sequence HLA-A24:02. The peptide sequence is GFMNEDHWF. The binding affinity (normalized) is 0.584. (2) The peptide sequence is MVTDKTAYI. The MHC is HLA-A68:02 with pseudo-sequence HLA-A68:02. The binding affinity (normalized) is 0.892. (3) The peptide sequence is VGNVYVWF. The MHC is Mamu-B52 with pseudo-sequence Mamu-B52. The binding affinity (normalized) is 0.757. (4) The MHC is HLA-A02:03 with pseudo-sequence HLA-A02:03. The peptide sequence is CPPTCPGYR. The binding affinity (normalized) is 0. (5) The peptide sequence is QFKSVEFDMS. The MHC is H-2-Kb with pseudo-sequence H-2-Kb. The binding affinity (normalized) is 0.217. (6) The binding affinity (normalized) is 0.745. The MHC is HLA-B08:01 with pseudo-sequence HLA-B08:01. The peptide sequence is HLKRLWKML. (7) The peptide sequence is YEEAGRGSM. The MHC is HLA-A29:02 with pseudo-sequence HLA-A29:02. The binding affinity (normalized) is 0.213. (8) The peptide sequence is ETIGEAFEW. The MHC is Mamu-A02 with pseudo-sequence Mamu-A02. The binding affinity (normalized) is 0. (9) The peptide sequence is ILHNGAYSL. The MHC is HLA-A02:06 with pseudo-sequence HLA-A02:06. The binding affinity (normalized) is 0.414.